Dataset: Reaction yield outcomes from USPTO patents with 853,638 reactions. Task: Predict the reaction yield, written as a fraction of the theoretical maximum amount of product (1.0 means a 100% yield; for example, 0.34 means a 34% yield). (1) The reactants are [O:1]1[C:6]2[CH:7]=[CH:8][C:9](N)=[CH:10][C:5]=2[O:4][CH2:3][CH2:2]1.[C:12]([O:15]C(=O)C)(=O)[CH3:13].O.[N:20]1C=CC=CC=1. No catalyst specified. The product is [O:1]1[C:6]2[CH:7]=[CH:8][C:9]([CH2:13][C:12]([NH2:20])=[O:15])=[CH:10][C:5]=2[O:4][CH2:3][CH2:2]1. The yield is 0.710. (2) The reactants are Br[C:2]1[C:3]([CH3:19])=[N:4][C:5]([C:8]2[N:12]=[CH:11][N:10](C3CCCCO3)[N:9]=2)=[CH:6][CH:7]=1.B1(B2OC(C)(C)C(C)(C)O2)OC(C)(C)C(C)(C)O1.C([O-])(=O)C.[K+].C(=O)([O-])[O-].[K+].[K+].ClCCl.Br[C:53]1[N:58]=[C:57]2[N:59]([CH2:64][CH3:65])[C:60](=[O:63])[CH2:61][NH:62][C:56]2=[N:55][CH:54]=1. The catalyst is O1CCOCC1.C1C=CC(P(C2C=CC=CC=2)[C-]2C=CC=C2)=CC=1.C1C=CC(P(C2C=CC=CC=2)[C-]2C=CC=C2)=CC=1.Cl[Pd]Cl.[Fe+2].O. The product is [CH2:64]([N:59]1[C:57]2=[N:58][C:53]([C:2]3[C:3]([CH3:19])=[N:4][C:5]([C:8]4[NH:12][CH:11]=[N:10][N:9]=4)=[CH:6][CH:7]=3)=[CH:54][N:55]=[C:56]2[NH:62][CH2:61][C:60]1=[O:63])[CH3:65]. The yield is 0.570. (3) The reactants are [H-].[Na+].[CH:3]1([S:6]([NH2:9])(=[O:8])=[O:7])[CH2:5][CH2:4]1.[CH3:10][C:11]1([CH3:37])[C:20]2[C:15](=[C:16]([CH3:24])[CH:17]=[C:18]([C:21](O)=[O:22])[CH:19]=2)[NH:14][CH:13]([C:25]2[CH:30]=[CH:29][CH:28]=[C:27]([N:31]3[CH2:36][CH2:35][O:34][CH2:33][CH2:32]3)[CH:26]=2)[CH2:12]1.C(N1C=CN=C1)(N1C=CN=C1)=O. The catalyst is CN(C)C=O.O. The product is [CH3:10][C:11]1([CH3:37])[C:20]2[C:15](=[C:16]([CH3:24])[CH:17]=[C:18]([C:21]([NH:9][S:6]([CH:3]3[CH2:5][CH2:4]3)(=[O:8])=[O:7])=[O:22])[CH:19]=2)[NH:14][CH:13]([C:25]2[CH:30]=[CH:29][CH:28]=[C:27]([N:31]3[CH2:36][CH2:35][O:34][CH2:33][CH2:32]3)[CH:26]=2)[CH2:12]1. The yield is 0.0900. (4) The reactants are CN1C=CN=C1.[CH3:7][S:8](Cl)(=[O:10])=[O:9].[CH3:12][O:13][CH2:14][CH2:15][OH:16].O. The catalyst is ClCCl. The product is [CH3:7][S:8]([O:16][CH2:15][CH2:14][O:13][CH3:12])(=[O:10])=[O:9]. The yield is 0.980. (5) The reactants are [N+:1]([C:4]1[CH:5]=[C:6]([C:11]([F:14])([F:13])[F:12])[C:7](=O)[NH:8][CH:9]=1)([O-:3])=[O:2].P(Br)(Br)([Br:17])=O.P(Br)(Br)Br.BrBr. No catalyst specified. The product is [Br:17][C:7]1[C:6]([C:11]([F:14])([F:13])[F:12])=[CH:5][C:4]([N+:1]([O-:3])=[O:2])=[CH:9][N:8]=1. The yield is 0.880. (6) The reactants are [CH2:1]([N:4](CC)[C:5]1[CH:10]=[CH:9][CH:8]=[CH:7][CH:6]=1)[CH:2]=C.C[N+]1([O-])CC[O:17]CC1.[CH3:21][C:22]([CH3:24])=[O:23].O. The catalyst is C([O-])(O)=O.[Na+].[O-]S([O-])(=S)=O.[Na+].[Na+].O=[Os](=O)(=O)=O. The product is [CH2:1]([N:4]([C:5]1[CH:10]=[CH:9][CH:8]=[CH:7][CH:6]=1)[CH2:21][CH:22]([OH:23])[CH2:24][OH:17])[CH3:2]. The yield is 0.860. (7) The reactants are C1(P(C2C=CC=CC=2)C2C=CC=CC=2)C=CC=CC=1.BrN1C(=O)CCC1=O.[Cl:28][C:29]1[CH:30]=[C:31]([C@@H:39]([CH2:43][CH:44]2[CH2:48][CH2:47][CH2:46][CH2:45]2)[C:40]([OH:42])=O)[CH:32]=[CH:33][C:34]=1[S:35]([CH3:38])(=[O:37])=[O:36].Br.[NH2:50][C:51]1[S:52][C:53]([Br:56])=[CH:54][N:55]=1.N1C=CC=CC=1. The yield is 0.510. The product is [Br:56][C:53]1[S:52][C:51]([NH:50][C:40](=[O:42])[C@@H:39]([C:31]2[CH:32]=[CH:33][C:34]([S:35]([CH3:38])(=[O:36])=[O:37])=[C:29]([Cl:28])[CH:30]=2)[CH2:43][CH:44]2[CH2:48][CH2:47][CH2:46][CH2:45]2)=[N:55][CH:54]=1. The catalyst is C(Cl)Cl.O. (8) The yield is 0.740. The catalyst is C(Cl)Cl. The product is [F:1][C:2]([F:7])([F:6])[C:3]([OH:5])=[O:4].[CH3:36][O:35][C:33](=[O:34])[CH2:32][C:23]1[CH:22]=[C:21]([CH:18]2[CH2:19][CH2:20][NH:15][CH2:16][CH2:17]2)[C:30]2[C:25](=[CH:26][CH:27]=[C:28]([F:31])[CH:29]=2)[CH:24]=1. The reactants are [F:1][C:2]([F:7])([F:6])[C:3]([OH:5])=[O:4].C(OC([N:15]1[CH2:20][CH2:19][CH:18]([C:21]2[C:30]3[C:25](=[CH:26][CH:27]=[C:28]([F:31])[CH:29]=3)[CH:24]=[C:23]([CH2:32][C:33]([O:35][CH3:36])=[O:34])[CH:22]=2)[CH2:17][CH2:16]1)=O)(C)(C)C. (9) The reactants are [OH-].[Li+].[Br:3][C:4]1[N:9]=[CH:8][C:7]([CH2:10][CH2:11][C:12]([CH3:22])([S:18]([CH3:21])(=[O:20])=[O:19])[C:13]([O:15]CC)=[O:14])=[CH:6][CH:5]=1.O1CCCC1CO.O.Cl. The catalyst is O. The product is [Br:3][C:4]1[N:9]=[CH:8][C:7]([CH2:10][CH2:11][C:12]([CH3:22])([S:18]([CH3:21])(=[O:20])=[O:19])[C:13]([OH:15])=[O:14])=[CH:6][CH:5]=1. The yield is 0.980. (10) The reactants are [OH-].[K+].[C:3]([C:7]1[CH:8]=[C:9]([C:18]2[N:19]=[C:20]([CH2:23][NH:24]C(=O)OCC3C=CC=CC=3)[S:21][CH:22]=2)[CH:10]=[C:11]([C:14]([CH3:17])([CH3:16])[CH3:15])[C:12]=1[OH:13])([CH3:6])([CH3:5])[CH3:4]. The catalyst is CO. The product is [NH2:24][CH2:23][C:20]1[S:21][CH:22]=[C:18]([C:9]2[CH:10]=[C:11]([C:14]([CH3:15])([CH3:16])[CH3:17])[C:12]([OH:13])=[C:7]([C:3]([CH3:6])([CH3:5])[CH3:4])[CH:8]=2)[N:19]=1. The yield is 0.760.